From a dataset of Full USPTO retrosynthesis dataset with 1.9M reactions from patents (1976-2016). Predict the reactants needed to synthesize the given product. (1) Given the product [Cl:14][C:9]1[CH:10]=[CH:11][CH:12]=[CH:13][C:8]=1[CH2:7][N:6]1[C:2]([C:27]2[CH:28]=[CH:29][C:24]([F:23])=[CH:25][CH:26]=2)=[C:3]([C:15]2[CH:20]=[C:19]([C:21]#[N:22])[CH:18]=[CH:17][N:16]=2)[N:4]=[CH:5]1, predict the reactants needed to synthesize it. The reactants are: Br[C:2]1[N:6]([CH2:7][C:8]2[CH:13]=[CH:12][CH:11]=[CH:10][C:9]=2[Cl:14])[CH:5]=[N:4][C:3]=1[C:15]1[CH:20]=[C:19]([C:21]#[N:22])[CH:18]=[CH:17][N:16]=1.[F:23][C:24]1[CH:29]=[CH:28][C:27](B(O)O)=[CH:26][CH:25]=1.C([O-])([O-])=O.[Na+].[Na+]. (2) Given the product [F:1][C:2]1[CH:7]=[C:6]([F:8])[CH:5]=[CH:4][C:3]=1[C:9]1[CH:14]=[CH:13][C:12]([S:15]([NH:19][C@H:20]2[CH2:21][CH2:22][C@H:23]([C:26]([O:28][CH3:29])=[O:27])[CH2:24][CH2:25]2)(=[O:17])=[O:16])=[CH:11][CH:10]=1, predict the reactants needed to synthesize it. The reactants are: [F:1][C:2]1[CH:7]=[C:6]([F:8])[CH:5]=[CH:4][C:3]=1[C:9]1[CH:14]=[CH:13][C:12]([S:15](Cl)(=[O:17])=[O:16])=[CH:11][CH:10]=1.[NH2:19][C@H:20]1[CH2:25][CH2:24][C@H:23]([C:26]([O:28][CH3:29])=[O:27])[CH2:22][CH2:21]1. (3) The reactants are: C(OC(=O)[CH:5]([CH:25]1[CH2:27][CH2:26]1)[CH2:6][CH2:7][CH2:8][CH2:9][CH2:10][CH2:11][CH2:12][CH2:13][CH2:14][CH2:15][CH2:16][CH2:17][CH:18]([CH:22]1CC1)C(O)=O)C.C(Cl)(=O)C(Cl)=O.C[N:36]([CH:38]=[O:39])C.[C:40]([O:43][CH2:44][CH3:45])(=[O:42])C. Given the product [CH2:44]([O:43][C:40]([C:17]1([CH2:16][CH2:15][CH2:14][CH2:13][CH2:12][CH2:11][CH2:10][CH2:9][CH2:8][CH2:7][CH2:6][CH2:5][C:25]2([C:38](=[O:39])[NH2:36])[CH2:26][CH2:27]2)[CH2:18][CH2:22]1)=[O:42])[CH3:45], predict the reactants needed to synthesize it.